Task: Predict the reactants needed to synthesize the given product.. Dataset: Full USPTO retrosynthesis dataset with 1.9M reactions from patents (1976-2016) (1) Given the product [NH2:1][C:2]1[C:3]([Br:21])=[N:4][C:5]([CH3:13])=[C:6]([CH:12]=1)[C:7]([O:9][CH2:10][CH3:11])=[O:8], predict the reactants needed to synthesize it. The reactants are: [NH2:1][C:2]1[CH:3]=[N:4][C:5]([CH3:13])=[C:6]([CH:12]=1)[C:7]([O:9][CH2:10][CH3:11])=[O:8].C1C(=O)N([Br:21])C(=O)C1. (2) The reactants are: [CH3:1][C:2]([CH3:4])=O.[C:5]([OH:8])(=[O:7])[CH3:6].[C:9]([OH:12])(=[O:11])[CH3:10].[N:13]1([C:20]2[C:25]([CH2:26][NH:27][C:28]3[N:32]([C:33]4[CH:38]=[CH:37][C:36]([F:39])=[C:35]([Cl:40])[C:34]=4[Cl:41])[N:31]=[N:30][N:29]=3)=[CH:24][CH:23]=[CH:22][N:21]=2)[CH2:19][CH2:18][CH2:17][NH:16][CH2:15][CH2:14]1.C(O[BH-](OC(=O)C)OC(=O)C)(=O)C.[Na+]. Given the product [C:5]([OH:8])(=[O:7])[CH3:6].[C:9]([OH:12])(=[O:11])[CH3:10].[Cl:41][C:34]1[C:35]([Cl:40])=[C:36]([F:39])[CH:37]=[CH:38][C:33]=1[N:32]1[C:28]([NH:27][CH2:26][C:25]2[C:20]([N:13]3[CH2:19][CH2:18][CH2:17][N:16]([CH:2]([CH3:4])[CH3:1])[CH2:15][CH2:14]3)=[N:21][CH:22]=[CH:23][CH:24]=2)=[N:29][N:30]=[N:31]1, predict the reactants needed to synthesize it. (3) Given the product [CH:20]1([C:23]2[CH:24]=[C:25]([CH3:35])[C:26]([N:29]3[CH2:30][CH2:31][N:32]([C:14]([C:13]4[CH:12]=[CH:11][C:10]([C:7]([N:3]5[CH2:4][CH2:5][CH2:6][S:2]5(=[O:1])=[O:19])([CH3:8])[CH3:9])=[CH:18][CH:17]=4)=[O:16])[CH2:33][CH2:34]3)=[N:27][CH:28]=2)[CH2:22][CH2:21]1, predict the reactants needed to synthesize it. The reactants are: [O:1]=[S:2]1(=[O:19])[CH2:6][CH2:5][CH2:4][N:3]1[C:7]([C:10]1[CH:18]=[CH:17][C:13]([C:14]([OH:16])=O)=[CH:12][CH:11]=1)([CH3:9])[CH3:8].[CH:20]1([C:23]2[CH:24]=[C:25]([CH3:35])[C:26]([N:29]3[CH2:34][CH2:33][NH:32][CH2:31][CH2:30]3)=[N:27][CH:28]=2)[CH2:22][CH2:21]1. (4) Given the product [Br:11][C:12]1[C:13]2[N:14]([N:20]=[C:21]([C:23]([F:26])([F:25])[F:24])[CH:22]=2)[C:15]([NH:8][CH3:7])=[CH:16][CH:17]=1, predict the reactants needed to synthesize it. The reactants are: CC(C)([O-])C.[K+].[CH3:7][NH:8]C=O.[Br:11][C:12]1[C:13]2[N:14]([N:20]=[C:21]([C:23]([F:26])([F:25])[F:24])[CH:22]=2)[C:15](OC)=[CH:16][CH:17]=1.